This data is from Peptide-MHC class II binding affinity with 134,281 pairs from IEDB. The task is: Regression. Given a peptide amino acid sequence and an MHC pseudo amino acid sequence, predict their binding affinity value. This is MHC class II binding data. (1) The peptide sequence is EKKYFSATQFEPLAA. The MHC is DRB1_0101 with pseudo-sequence DRB1_0101. The binding affinity (normalized) is 0.637. (2) The peptide sequence is AFKVAATAHNAAPAN. The MHC is DRB1_0401 with pseudo-sequence DRB1_0401. The binding affinity (normalized) is 0.413. (3) The peptide sequence is ASAAILGHDGTVWAQ. The MHC is HLA-DQA10102-DQB10602 with pseudo-sequence HLA-DQA10102-DQB10602. The binding affinity (normalized) is 0.393. (4) The peptide sequence is GELQIVDKIDGAFKI. The MHC is DRB4_0101 with pseudo-sequence DRB4_0103. The binding affinity (normalized) is 0.762. (5) The peptide sequence is LIYDASNRAT. The MHC is DRB1_0404 with pseudo-sequence DRB1_0404. The binding affinity (normalized) is 0.0206. (6) The peptide sequence is RRIEEICMKVFAQYI. The MHC is DRB5_0101 with pseudo-sequence DRB5_0101. The binding affinity (normalized) is 0.551.